Dataset: Catalyst prediction with 721,799 reactions and 888 catalyst types from USPTO. Task: Predict which catalyst facilitates the given reaction. (1) Product: [CH2:7]([C:3]1([C:4]([OH:6])=[O:5])[CH2:9][O:10][C:13]([CH3:15])([CH3:14])[O:1][CH2:2]1)[CH3:8]. Reactant: [OH:1][CH2:2][C:3]([CH2:9][OH:10])([CH2:7][CH3:8])[C:4]([OH:6])=[O:5].CO[C:13](OC)([CH3:15])[CH3:14].CC1C=CC(S([O-])(=O)=O)=CC=1.C1C=C[NH+]=CC=1. The catalyst class is: 11. (2) Reactant: [C:1]([C:5]1[CH:9]=[C:8]([NH2:10])[N:7]([C:11]2[CH:16]=[CH:15][C:14]([CH3:17])=[CH:13][CH:12]=2)[N:6]=1)([CH3:4])([CH3:3])[CH3:2].[OH-].[Na+].Cl[C:21]([O:23][C:24]1[CH:29]=[CH:28][CH:27]=[CH:26][CH:25]=1)=[O:22]. Product: [C:1]([C:5]1[CH:9]=[C:8]([NH:10][C:21](=[O:22])[O:23][C:24]2[CH:29]=[CH:28][CH:27]=[CH:26][CH:25]=2)[N:7]([C:11]2[CH:12]=[CH:13][C:14]([CH3:17])=[CH:15][CH:16]=2)[N:6]=1)([CH3:4])([CH3:3])[CH3:2]. The catalyst class is: 25. (3) Reactant: [NH2:1][C:2]1[CH:7]=[CH:6][C:5]([N:8]2[CH2:12][CH2:11][C@@H:10]([N:13]([CH3:15])[CH3:14])[CH2:9]2)=[CH:4][CH:3]=1.C(N(CC)CC)C.[Br:23][C:24]1[S:28][C:27]([C:29](Cl)=[O:30])=[C:26]([CH2:32][CH2:33][Cl:34])[CH:25]=1. Product: [CH3:14][N:13]([CH3:15])[C@@H:10]1[CH2:11][CH2:12][N:8]([C:5]2[CH:6]=[CH:7][C:2]([NH:1][C:29]([C:27]3[S:28][C:24]([Br:23])=[CH:25][C:26]=3[CH2:32][CH2:33][Cl:34])=[O:30])=[CH:3][CH:4]=2)[CH2:9]1. The catalyst class is: 1. (4) Reactant: Cl.[Cl:2][C:3]1[CH:8]=[CH:7][C:6]([S:9]([N:12]2[CH2:17][CH2:16][NH:15][CH:14]([C:18]([N:20]3[CH2:25][CH2:24][N:23]([C:26]4[CH:31]=[C:30]([CH3:32])[CH:29]=[CH:28][C:27]=4[CH3:33])[CH2:22][CH2:21]3)=[O:19])[CH2:13]2)(=[O:11])=[O:10])=[CH:5][CH:4]=1.C(=O)([O-])[O-].[Cs+].[Cs+].Br[CH2:41][CH2:42][CH2:43][CH2:44][CH3:45].O. Product: [Cl:2][C:3]1[CH:4]=[CH:5][C:6]([S:9]([N:12]2[CH2:17][CH2:16][N:15]([CH2:41][CH2:42][CH2:43][CH2:44][CH3:45])[CH:14]([C:18]([N:20]3[CH2:21][CH2:22][N:23]([C:26]4[CH:31]=[C:30]([CH3:32])[CH:29]=[CH:28][C:27]=4[CH3:33])[CH2:24][CH2:25]3)=[O:19])[CH2:13]2)(=[O:10])=[O:11])=[CH:7][CH:8]=1. The catalyst class is: 21. (5) Reactant: [NH:1]1[CH:5]=[C:4]([C:6]([O:8][CH2:9][CH3:10])=[O:7])[CH:3]=[N:2]1.Cl[CH2:12][C:13]1[CH:18]=[CH:17][C:16]([CH2:19][OH:20])=[CH:15][CH:14]=1.C(=O)([O-])[O-].[K+].[K+].O. Product: [OH:20][CH2:19][C:16]1[CH:17]=[CH:18][C:13]([CH2:12][N:1]2[CH:5]=[C:4]([C:6]([O:8][CH2:9][CH3:10])=[O:7])[CH:3]=[N:2]2)=[CH:14][CH:15]=1. The catalyst class is: 840. (6) Reactant: [NH2:1][C:2]1[NH:6][N:5]=[C:4]([NH:7][C:8]2[CH:13]=[C:12]([C:14]([F:17])([F:16])[F:15])[C:11]([C:18]3[CH:23]=[CH:22][C:21]([C:24]([O:26]C(C)(C)C)=[O:25])=[CH:20][CH:19]=3)=[C:10]([Cl:31])[CH:9]=2)[N:3]=1.[C:32]([OH:38])([C:34]([F:37])([F:36])[F:35])=[O:33]. Product: [F:35][C:34]([F:37])([F:36])[C:32]([OH:38])=[O:33].[NH2:1][C:2]1[NH:6][N:5]=[C:4]([NH:7][C:8]2[CH:13]=[C:12]([C:14]([F:15])([F:16])[F:17])[C:11]([C:18]3[CH:19]=[CH:20][C:21]([C:24]([OH:26])=[O:25])=[CH:22][CH:23]=3)=[C:10]([Cl:31])[CH:9]=2)[N:3]=1. The catalyst class is: 2.